This data is from Full USPTO retrosynthesis dataset with 1.9M reactions from patents (1976-2016). The task is: Predict the reactants needed to synthesize the given product. (1) Given the product [CH2:1]([C:3]1[CH:8]=[CH:7][CH:6]=[CH:5][C:4]=1[N:9]1[CH2:10][CH2:11][N:12]([S:25]([C:16]2[CH:17]=[CH:18][C:19]3[C:24](=[CH:23][CH:22]=[CH:21][CH:20]=3)[CH:15]=2)(=[O:27])=[O:26])[CH2:13][CH2:14]1)[CH3:2], predict the reactants needed to synthesize it. The reactants are: [CH2:1]([C:3]1[CH:8]=[CH:7][CH:6]=[CH:5][C:4]=1[N:9]1[CH2:14][CH2:13][NH:12][CH2:11][CH2:10]1)[CH3:2].[CH:15]1[C:24]2[C:19](=[CH:20][CH:21]=[CH:22][CH:23]=2)[CH:18]=[CH:17][C:16]=1[S:25](Cl)(=[O:27])=[O:26].C(N(C(C)C)CC)(C)C. (2) The reactants are: [Br:1][C:2]1[CH:22]=[N:21][C:5]2=[N:6][C:7]([N:12]3[CH2:19][CH:18]4[CH:14]([CH2:15][N:16]([CH3:20])[CH2:17]4)[CH2:13]3)=[C:8]([NH:10][NH2:11])[N:9]=[C:4]2[CH:3]=1.[CH:23](OC)(OC)OC. Given the product [Br:1][C:2]1[CH:22]=[N:21][C:5]2[N:6]=[C:7]([N:12]3[CH2:19][CH:18]4[CH:14]([CH2:15][N:16]([CH3:20])[CH2:17]4)[CH2:13]3)[C:8]3[N:9]([CH:23]=[N:11][N:10]=3)[C:4]=2[CH:3]=1, predict the reactants needed to synthesize it. (3) Given the product [CH3:31][N:32]([CH3:33])[C:4]([C:3]([NH:9][C:10]([C:11]1[CH:16]=[CH:15][C:14]([C:17]([F:19])([F:20])[F:18])=[C:13]([O:21][CH2:22][CH:23]2[CH2:24][CH2:25][O:26][CH2:27][CH2:28]2)[N:12]=1)=[O:29])([CH2:7][CH3:8])[CH2:1][CH3:2])=[O:6], predict the reactants needed to synthesize it. The reactants are: [CH2:1]([C:3]([NH:9][C:10](=[O:29])[C:11]1[CH:16]=[CH:15][C:14]([C:17]([F:20])([F:19])[F:18])=[C:13]([O:21][CH2:22][CH:23]2[CH2:28][CH2:27][O:26][CH2:25][CH2:24]2)[N:12]=1)([CH2:7][CH3:8])[C:4]([OH:6])=O)[CH3:2].Cl.[CH3:31][NH:32][CH3:33]. (4) Given the product [F:1][CH2:2][CH2:3][O:4][C:8]1[N:13]=[C:12]([C:14]2[S:15][C:16]3[CH:22]=[C:21]([O:23][CH3:24])[CH:20]=[CH:19][C:17]=3[CH:18]=2)[CH:11]=[CH:10][N:9]=1, predict the reactants needed to synthesize it. The reactants are: [F:1][CH2:2][CH2:3][OH:4].[H-].[Na+].Cl[C:8]1[N:13]=[C:12]([C:14]2[S:15][C:16]3[CH:22]=[C:21]([O:23][CH3:24])[CH:20]=[CH:19][C:17]=3[CH:18]=2)[CH:11]=[CH:10][N:9]=1.O. (5) Given the product [F:30][C:27]1[CH:26]=[CH:25][C:24]([CH2:23][C:8]2[N:9]3[C:14]([CH:13]=[C:12]([OH:15])[CH:11]=[CH:10]3)=[C:6]([C:4](=[O:5])[C:3]([NH:2][C:32]3[CH:33]=[N:34][CH:35]=[CH:36][CH:37]=3)=[O:31])[CH:7]=2)=[CH:29][CH:28]=1, predict the reactants needed to synthesize it. The reactants are: O[N:2]([C:32]1[CH:33]=[N:34][CH:35]=[CH:36][CH:37]=1)[C:3](=[O:31])[C:4]([C:6]1[CH:7]=[C:8]([CH2:23][C:24]2[CH:29]=[CH:28][C:27]([F:30])=[CH:26][CH:25]=2)[N:9]2[C:14]=1[CH:13]=[C:12]([O:15]CC1C=CC=CC=1)[CH:11]=[CH:10]2)=[O:5].C(OC1C=CN=C(C)C=1)C1C=CC=CC=1.